The task is: Regression/Classification. Given a drug SMILES string, predict its absorption, distribution, metabolism, or excretion properties. Task type varies by dataset: regression for continuous measurements (e.g., permeability, clearance, half-life) or binary classification for categorical outcomes (e.g., BBB penetration, CYP inhibition). Dataset: hlm.. This data is from Human liver microsome stability data. (1) The compound is COc1ccc(S(=O)(=O)N(CC(=O)O)c2ncc(N(CC(F)(F)F)S(=O)(=O)c3ccc(F)cc3)c3ccccc23)cc1. The result is 0 (unstable in human liver microsomes). (2) The molecule is Cn1nccc1C(=O)N[C@H](c1cn(C2(C#N)CC2)nn1)C1CCCCC1. The result is 0 (unstable in human liver microsomes). (3) The drug is COc1ccc(-c2nc(Nc3cccc(NC(=O)N4CCCC4)c3)nc3[nH]cnc23)cc1. The result is 0 (unstable in human liver microsomes). (4) The compound is COc1cc2c(N3CCN(C(=O)Nc4ccc(OC(C)C)cc4)CC3)ncnc2cc1OCCCN1CCCC1. The result is 0 (unstable in human liver microsomes).